Predict the reactants needed to synthesize the given product. From a dataset of Full USPTO retrosynthesis dataset with 1.9M reactions from patents (1976-2016). (1) Given the product [Br:1][C:2]1[CH:3]=[CH:4][C:5]([O:19][CH2:27][C:28]2[O:29][C:30]([C:33]([F:36])([F:35])[F:34])=[CH:31][CH:32]=2)=[C:6]([CH:18]=1)[CH2:7][CH:8]1[CH2:11][N:10]([C:12](=[O:17])[C:13]([F:15])([F:16])[F:14])[CH2:9]1, predict the reactants needed to synthesize it. The reactants are: [Br:1][C:2]1[CH:3]=[CH:4][C:5]([OH:19])=[C:6]([CH:18]=1)[CH2:7][CH:8]1[CH2:11][N:10]([C:12](=[O:17])[C:13]([F:16])([F:15])[F:14])[CH2:9]1.C([O-])([O-])=O.[Cs+].[Cs+].Br[CH2:27][C:28]1[O:29][C:30]([C:33]([F:36])([F:35])[F:34])=[CH:31][CH:32]=1.C(=O)(O)[O-].[Na+]. (2) Given the product [C:1]([O:5][C:6](=[O:22])[NH:7][C:8]1[CH:13]=[C:12]([N:14]([CH3:16])[CH3:15])[C:11]([C:17]([F:20])([F:19])[F:18])=[CH:10][C:9]=1[NH:21][C:28](=[O:27])[CH2:29][C:30]([C:32]1[CH:37]=[CH:36][CH:35]=[C:34]([C:38]2[CH:39]=[N:40][C:41]([CH3:44])=[CH:42][CH:43]=2)[CH:33]=1)=[O:31])([CH3:4])([CH3:2])[CH3:3], predict the reactants needed to synthesize it. The reactants are: [C:1]([O:5][C:6](=[O:22])[NH:7][C:8]1[CH:13]=[C:12]([N:14]([CH3:16])[CH3:15])[C:11]([C:17]([F:20])([F:19])[F:18])=[CH:10][C:9]=1[NH2:21])([CH3:4])([CH3:3])[CH3:2].C([O:27][C:28](=O)[CH2:29][C:30]([C:32]1[CH:37]=[CH:36][CH:35]=[C:34]([C:38]2[CH:39]=[N:40][C:41]([CH3:44])=[CH:42][CH:43]=2)[CH:33]=1)=[O:31])(C)(C)C. (3) Given the product [CH3:14][O:13][C@:4]1([C@@H:15]2[CH2:19][S:18][C:17](=[O:20])[N:16]2[CH2:21][C:22]2[CH:27]=[CH:26][C:25]([O:28][CH3:29])=[CH:24][CH:23]=2)[CH2:3][C@H:2]([NH:1][C:33](=[O:34])/[CH:32]=[C:31](/[CH3:30])\[CH2:36][CH2:37][CH:38]=[CH2:39])[CH2:7][C@@H:6]([CH2:8][CH2:9][CH2:10][CH:11]=[CH2:12])[O:5]1, predict the reactants needed to synthesize it. The reactants are: [NH2:1][C@@H:2]1[CH2:7][C@@H:6]([CH2:8][CH2:9][CH2:10][CH:11]=[CH2:12])[O:5][C@:4]([C@@H:15]2[CH2:19][S:18][C:17](=[O:20])[N:16]2[CH2:21][C:22]2[CH:27]=[CH:26][C:25]([O:28][CH3:29])=[CH:24][CH:23]=2)([O:13][CH3:14])[CH2:3]1.[CH3:30]/[C:31](/[CH2:36][CH2:37][CH:38]=[CH2:39])=[CH:32]/[C:33](O)=[O:34].C1C=CC2N(O)N=NC=2C=1.C(Cl)CCl. (4) Given the product [CH3:1][O:2][CH2:3][C:4]1[NH:17][C:16]2[CH:15]=[CH:14][CH:13]=[C:8]([C:9]([O:11][CH3:12])=[O:10])[C:7]=2[N:6]=1, predict the reactants needed to synthesize it. The reactants are: [CH3:1][O:2][CH2:3][C:4]([NH:6][C:7]1[C:16]([N+:17]([O-])=O)=[CH:15][CH:14]=[CH:13][C:8]=1[C:9]([O:11][CH3:12])=[O:10])=O. (5) The reactants are: [CH2:1]([C:3]1[N:8]=[C:7]([CH3:9])[C:6]2[C:10]([C:13]3[CH:18]=[CH:17][C:16]([O:19][CH3:20])=[CH:15][CH:14]=3)=[N:11][NH:12][C:5]=2[CH:4]=1)[CH3:2].[H-].[Na+].[CH3:23][C:24]1[C:25]([N:30]([CH2:53][O:54][CH2:55][CH2:56][O:57][CH3:58])[S:31]([C:34]2[S:35][C:36]([CH3:52])=[CH:37][C:38]=2[C:39]2[CH:50]=[CH:49][C:42]([CH2:43]OS(C)(=O)=O)=[CH:41][C:40]=2[CH3:51])(=[O:33])=[O:32])=[N:26][O:27][C:28]=1[CH3:29].O. Given the product [CH3:23][C:24]1[C:25]([N:30]([CH2:53][O:54][CH2:55][CH2:56][O:57][CH3:58])[S:31]([C:34]2[S:35][C:36]([CH3:52])=[CH:37][C:38]=2[C:39]2[CH:50]=[CH:49][C:42]([CH2:43][N:12]3[C:5]4[CH:4]=[C:3]([CH2:1][CH3:2])[N:8]=[C:7]([CH3:9])[C:6]=4[C:10]([C:13]4[CH:14]=[CH:15][C:16]([O:19][CH3:20])=[CH:17][CH:18]=4)=[N:11]3)=[CH:41][C:40]=2[CH3:51])(=[O:33])=[O:32])=[N:26][O:27][C:28]=1[CH3:29], predict the reactants needed to synthesize it. (6) Given the product [Cl:38][C:30]1[CH:31]=[CH:32][C:33]2[O:34][CH2:35][O:36][C:37]=2[C:29]=1[N:27]([CH3:28])[C:25]1[CH:24]=[CH:23][N:22]=[C:21]([NH:13][C:11]2[CH:10]=[C:9]([N:14]3[CH2:15][CH2:16][O:17][CH2:18][CH2:19]3)[N:8]=[C:7]([N:4]3[CH2:5][CH2:6][O:1][CH2:2][CH2:3]3)[CH:12]=2)[N:26]=1, predict the reactants needed to synthesize it. The reactants are: [O:1]1[CH2:6][CH2:5][N:4]([C:7]2[CH:12]=[C:11]([NH2:13])[CH:10]=[C:9]([N:14]3[CH2:19][CH2:18][O:17][CH2:16][CH2:15]3)[N:8]=2)[CH2:3][CH2:2]1.Cl[C:21]1[N:26]=[C:25]([N:27]([C:29]2[C:37]3[O:36][CH2:35][O:34][C:33]=3[CH:32]=[CH:31][C:30]=2[Cl:38])[CH3:28])[CH:24]=[CH:23][N:22]=1. (7) Given the product [F:37][C:38]([F:57])([F:56])[S:39]([O:1][C:2]1[CH:3]=[C:4]2[C:9](=[CH:10][N:11]=1)[N:8]([C:12]1[C:16]3[CH2:17][N:18]([C:21](=[O:23])[CH3:22])[CH2:19][CH2:20][C:15]=3[N:14]([CH:24]3[CH2:29][CH2:28][O:27][CH2:26][CH2:25]3)[N:13]=1)[CH2:7][CH2:6][CH2:5]2)(=[O:41])=[O:40], predict the reactants needed to synthesize it. The reactants are: [OH:1][C:2]1[CH:3]=[C:4]2[C:9](=[CH:10][N:11]=1)[N:8]([C:12]1[C:16]3[CH2:17][N:18]([C:21](=[O:23])[CH3:22])[CH2:19][CH2:20][C:15]=3[N:14]([CH:24]3[CH2:29][CH2:28][O:27][CH2:26][CH2:25]3)[N:13]=1)[CH2:7][CH2:6][CH2:5]2.C(N(CC)CC)C.[F:37][C:38]([F:57])([F:56])[S:39](N(C1C=CC=CC=1)[S:39]([C:38]([F:57])([F:56])[F:37])(=[O:41])=[O:40])(=[O:41])=[O:40]. (8) Given the product [CH2:28]([S:30][C:2]1[CH:3]=[C:4]([CH:25]=[CH:26][N:27]=1)[C:5]([NH:7][C:8]1[S:9][C:10]2[C:16]([N:17]3[CH2:22][CH2:21][O:20][CH2:19][CH2:18]3)=[CH:15][CH:14]=[C:13]([O:23][CH3:24])[C:11]=2[N:12]=1)=[O:6])[CH3:29], predict the reactants needed to synthesize it. The reactants are: Br[C:2]1[CH:3]=[C:4]([CH:25]=[CH:26][N:27]=1)[C:5]([NH:7][C:8]1[S:9][C:10]2[C:16]([N:17]3[CH2:22][CH2:21][O:20][CH2:19][CH2:18]3)=[CH:15][CH:14]=[C:13]([O:23][CH3:24])[C:11]=2[N:12]=1)=[O:6].[CH2:28]([S-:30])[CH3:29].[Na+].